From a dataset of Catalyst prediction with 721,799 reactions and 888 catalyst types from USPTO. Predict which catalyst facilitates the given reaction. (1) Reactant: [CH3:1][O:2][C@H:3]1[CH2:7][CH2:6][N:5]([CH2:8][C:9]2[CH:14]=[CH:13][C:12]([N+:15]([O-])=O)=[CH:11][N:10]=2)[CH2:4]1. Product: [CH3:1][O:2][C@H:3]1[CH2:7][CH2:6][N:5]([CH2:8][C:9]2[N:10]=[CH:11][C:12]([NH2:15])=[CH:13][CH:14]=2)[CH2:4]1. The catalyst class is: 19. (2) Reactant: [F:1][C:2]([F:17])([F:16])[C:3]1[S:7][C:6]([NH:8][C:9](=O)OC(C)(C)C)=[CH:5][CH:4]=1.[H-].[Na+].CI.FC(F)(F)C(O)=O. Product: [CH3:9][NH:8][C:6]1[S:7][C:3]([C:2]([F:17])([F:1])[F:16])=[CH:4][CH:5]=1. The catalyst class is: 85. (3) Reactant: [Br:1][C:2]1[CH:3]=[C:4]2[C:10]([CH3:11])=[C:9]([Si](C)(C)C)[NH:8][C:5]2=[N:6][CH:7]=1.Cl. Product: [Br:1][C:2]1[CH:3]=[C:4]2[C:10]([CH3:11])=[CH:9][NH:8][C:5]2=[N:6][CH:7]=1. The catalyst class is: 1.